Dataset: Reaction yield outcomes from USPTO patents with 853,638 reactions. Task: Predict the reaction yield, written as a fraction of the theoretical maximum amount of product (1.0 means a 100% yield; for example, 0.34 means a 34% yield). (1) The reactants are [Cl:1][C:2]1[C:7]([C:8]2[CH:13]=[CH:12][CH:11]=[CH:10][CH:9]=2)=[C:6](Cl)[N:5]2[N:15]=[C:16]([C:18]3[CH:23]=[CH:22][CH:21]=[CH:20][N:19]=3)[N:17]=[C:4]2[N:3]=1.[CH3:24][NH2:25]. The catalyst is CN(C=O)C.C1COCC1. The product is [Cl:1][C:2]1[C:7]([C:8]2[CH:13]=[CH:12][CH:11]=[CH:10][CH:9]=2)=[C:6]([NH:25][CH3:24])[N:5]2[N:15]=[C:16]([C:18]3[CH:23]=[CH:22][CH:21]=[CH:20][N:19]=3)[N:17]=[C:4]2[N:3]=1. The yield is 0.269. (2) The reactants are [Br:1][C:2]1[CH:7]=[CH:6][C:5](I)=[CH:4][CH:3]=1.[C:9]1([C:15]#[CH:16])[CH:14]=[CH:13][CH:12]=[CH:11][CH:10]=1.O1CCCC1. The catalyst is C1C=CC(P(C2C=CC=CC=2)C2C=CC=CC=2)=CC=1.C1C=CC(P(C2C=CC=CC=2)C2C=CC=CC=2)=CC=1.Cl[Pd]Cl.[Cu]I.C(N(CC)CC)C. The product is [Br:1][C:2]1[CH:7]=[CH:6][C:5]([C:16]#[C:15][C:9]2[CH:14]=[CH:13][CH:12]=[CH:11][CH:10]=2)=[CH:4][CH:3]=1. The yield is 0.580. (3) The reactants are C[O:2][C:3]1[CH:12]=[CH:11][C:10]2[NH:9][C:8](=[O:13])[C:7]3[S:14][CH:15]=[CH:16][C:6]=3[C:5]=2[C:4]=1[C:17]1[CH:22]=[CH:21][C:20]([CH2:23][NH:24][CH3:25])=[CH:19][CH:18]=1.BrB(Br)Br. No catalyst specified. The product is [OH:2][C:3]1[CH:12]=[CH:11][C:10]2[NH:9][C:8](=[O:13])[C:7]3[S:14][CH:15]=[CH:16][C:6]=3[C:5]=2[C:4]=1[C:17]1[CH:22]=[CH:21][C:20]([CH2:23][NH:24][CH3:25])=[CH:19][CH:18]=1. The yield is 0.300. (4) The reactants are [Br:1][C:2]1[CH:3]=[C:4]([S:8](Cl)(=[O:10])=[O:9])[CH:5]=[CH:6][CH:7]=1.[CH3:12][NH2:13]. The catalyst is C1COCC1. The product is [CH3:12][NH:13][S:8]([C:4]1[CH:5]=[CH:6][CH:7]=[C:2]([Br:1])[CH:3]=1)(=[O:10])=[O:9]. The yield is 0.990. (5) The reactants are FC1C=CC=CC=1NC(=S)NC1C=CC(C2C=C3C(=CC=2)C(=O)N([C@@H](C(C)C)C(O)=O)C3)=CC=1.[CH3:35][CH:36]([CH3:69])[C@H:37]([N:42]1[CH2:50][C:49]2[C:44](=[CH:45][CH:46]=[C:47]([C:51]3[CH:56]=[CH:55][C:54]([NH:57][C:58]([NH:60][C:61]4[CH:66]=[CH:65][C:64]([CH3:67])=[CH:63][CH:62]=4)=[S:59])=[CH:53][CH:52]=3)[CH:48]=2)[C:43]1=[O:68])[C:38]([O:40]C)=[O:39]. No catalyst specified. The product is [CH3:35][CH:36]([CH3:69])[C@H:37]([N:42]1[CH2:50][C:49]2[C:44](=[CH:45][CH:46]=[C:47]([C:51]3[CH:56]=[CH:55][C:54]([NH:57][C:58]([NH:60][C:61]4[CH:62]=[CH:63][C:64]([CH3:67])=[CH:65][CH:66]=4)=[S:59])=[CH:53][CH:52]=3)[CH:48]=2)[C:43]1=[O:68])[C:38]([OH:40])=[O:39]. The yield is 0.750. (6) The reactants are [CH3:1][C:2]1[C:6]([C:7]2[C:8]([O:29][CH3:30])=[CH:9][C:10]3[C:11]4[N:19]([C@@H:20]([C:22]5[CH:27]=[CH:26][CH:25]=[CH:24][CH:23]=5)[CH3:21])[C:18](=O)[NH:17][C:12]=4[CH:13]=[N:14][C:15]=3[CH:16]=2)=[C:5]([CH3:31])[O:4][N:3]=1.O=P(Cl)(Cl)[Cl:34].P(Cl)(Cl)(Cl)(Cl)Cl. No catalyst specified. The product is [Cl:34][C:18]1[N:19]([C@@H:20]([C:22]2[CH:23]=[CH:24][CH:25]=[CH:26][CH:27]=2)[CH3:21])[C:11]2[C:10]3[CH:9]=[C:8]([O:29][CH3:30])[C:7]([C:6]4[C:2]([CH3:1])=[N:3][O:4][C:5]=4[CH3:31])=[CH:16][C:15]=3[N:14]=[CH:13][C:12]=2[N:17]=1. The yield is 0.0899. (7) The reactants are [Cl:1][C:2]1[CH:3]=[C:4]([NH2:9])[CH:5]=[CH:6][C:7]=1[CH3:8].CCN(CC)CC.[C:17](OC(=O)C)(=[O:19])[CH3:18]. The catalyst is CN(C1C=CN=CC=1)C.C(OCC)(=O)C. The product is [Cl:1][C:2]1[CH:3]=[C:4]([NH:9][C:17](=[O:19])[CH3:18])[CH:5]=[CH:6][C:7]=1[CH3:8]. The yield is 0.840. (8) The reactants are [CH3:1][N:2]1[C@@H:12]2[CH2:13][C:14]3[CH:19]=[CH:18][C:17]([O:20][CH3:21])=[C:16]4[O:22][CH:6]5[C:7]([CH:9]=[CH:10][C@:11]2([OH:23])[C@:5]5([C:15]=34)[CH2:4][CH2:3]1)=[O:8].[H][H]. The catalyst is O.C(O)(=O)C.[Pd]. The product is [CH3:1][N:2]1[C@@H:12]2[CH2:13][C:14]3[CH:19]=[CH:18][C:17]([O:20][CH3:21])=[C:16]4[O:22][C@H:6]5[C:7]([CH2:9][CH2:10][C@:11]2([OH:23])[C@:5]5([C:15]=34)[CH2:4][CH2:3]1)=[O:8]. The yield is 0.790.